Dataset: Catalyst prediction with 721,799 reactions and 888 catalyst types from USPTO. Task: Predict which catalyst facilitates the given reaction. (1) Reactant: [C:1]([O:5][C:6](=[O:40])[NH:7][C:8]1[C:16]2[C:11](=[CH:12][CH:13]=[CH:14][CH:15]=2)[C:10]([C:25]2[CH:26]=[C:27](C3C=CC=C(OC)C=3)[C:28]([OH:31])=[CH:29][CH:30]=2)([C:17]2[CH:22]=[CH:21][C:20]([O:23][CH3:24])=[CH:19][CH:18]=2)[N:9]=1)([CH3:4])([CH3:3])[CH3:2].[Br:41]N1C(=O)CCC1=O. Product: [C:1]([O:5][C:6](=[O:40])[NH:7][C:8]1[C:16]2[C:11](=[CH:12][CH:13]=[CH:14][CH:15]=2)[C:10]([C:25]2[CH:30]=[CH:29][C:28]([OH:31])=[C:27]([Br:41])[CH:26]=2)([C:17]2[CH:22]=[CH:21][C:20]([O:23][CH3:24])=[CH:19][CH:18]=2)[N:9]=1)([CH3:4])([CH3:3])[CH3:2]. The catalyst class is: 22. (2) Reactant: [CH2:1]([O:5][C:6]1[CH:10]=[C:9]([C:11]([O:13][CH3:14])=[O:12])[NH:8][N:7]=1)[CH2:2][CH2:3][CH3:4].C(=O)([O-])[O-].[K+].[K+].[Cl:21][C:22]1[CH:29]=[C:28]([Cl:30])[CH:27]=[CH:26][C:23]=1[CH2:24]Cl. Product: [CH2:1]([O:5][C:6]1[CH:10]=[C:9]([C:11]([O:13][CH3:14])=[O:12])[N:8]([CH2:24][C:23]2[CH:26]=[CH:27][C:28]([Cl:30])=[CH:29][C:22]=2[Cl:21])[N:7]=1)[CH2:2][CH2:3][CH3:4]. The catalyst class is: 9. (3) Reactant: [Cl:1][C:2]1[CH:3]=[C:4]([NH:9][C:10]([NH:12][C:13]2[N:18]=[C:17]([CH3:19])[CH:16]=[C:15]([NH:20][C@@H:21]3[CH2:26][CH2:25][CH2:24][NH:23][CH2:22]3)[N:14]=2)=[NH:11])[CH:5]=[CH:6][C:7]=1[Cl:8].[CH:27](=O)[CH3:28].C([BH3-])#N.[Na+]. The catalyst class is: 2. Product: [CH2:27]([N:23]1[CH2:24][CH2:25][CH2:26][C@@H:21]([NH:20][C:15]2[CH:16]=[C:17]([CH3:19])[N:18]=[C:13]([NH:12][C:10]([NH:9][C:4]3[CH:5]=[CH:6][C:7]([Cl:8])=[C:2]([Cl:1])[CH:3]=3)=[NH:11])[N:14]=2)[CH2:22]1)[CH3:28]. (4) The catalyst class is: 5. Product: [CH3:14][O:13][C:11]([C@H:9]1[CH2:10][C@H:5]([C:3]([OH:4])=[O:2])[CH2:6][N:7]([C:15]([O:17][C:18]([CH3:21])([CH3:20])[CH3:19])=[O:16])[CH2:8]1)=[O:12]. Reactant: C[O:2][C:3]([C@@H:5]1[CH2:10][C@@H:9]([C:11]([O:13][CH3:14])=[O:12])[CH2:8][N:7]([C:15]([O:17][C:18]([CH3:21])([CH3:20])[CH3:19])=[O:16])[CH2:6]1)=[O:4].O.OS([O-])(=O)=O.[K+]. (5) Product: [CH3:15][N:16]([CH2:1][C:3]1[N:11]2[C:6]([CH:7]=[CH:8][CH:9]=[C:10]2[CH3:12])=[C:5]([C:13]#[N:14])[CH:4]=1)[CH3:17]. The catalyst class is: 2. Reactant: [CH:1]([C:3]1[N:11]2[C:6]([CH:7]=[CH:8][CH:9]=[C:10]2[CH3:12])=[C:5]([C:13]#[N:14])[CH:4]=1)=O.[CH3:15][NH:16][CH3:17].[BH-](OC(C)=O)(OC(C)=O)OC(C)=O.[Na+]. (6) Reactant: [CH3:1][Si:2](Cl)([CH3:4])[CH3:3].[O:6]=[C:7]1[CH2:12][CH2:11][N:10]([C:13]([O:15][C:16]([CH3:19])([CH3:18])[CH3:17])=[O:14])[CH2:9][CH2:8]1.CCN(CC)CC. Product: [CH3:1][Si:2]([CH3:4])([CH3:3])[O:6][C:7]1[CH2:12][CH2:11][N:10]([C:13]([O:15][C:16]([CH3:19])([CH3:18])[CH3:17])=[O:14])[CH2:9][CH:8]=1. The catalyst class is: 12. (7) Reactant: CC1C(C2CCCC(C3C(C)=CC=CN=3)N2)=NC=CC=1.[CH3:21][O:22][C:23](=[O:35])[C:24]1[CH:29]=[CH:28][C:27](CBr)=[C:26]([N+:32]([O-:34])=[O:33])[CH:25]=1.CCN(C(C)C)C(C)C. Product: [CH3:21][O:22][C:23](=[O:35])[C:24]1[CH:29]=[CH:28][CH:27]=[C:26]([N+:32]([O-:34])=[O:33])[CH:25]=1. The catalyst class is: 3.